This data is from Catalyst prediction with 721,799 reactions and 888 catalyst types from USPTO. The task is: Predict which catalyst facilitates the given reaction. (1) Reactant: Br[C:2]1[CH:7]=[C:6]([Cl:8])[N:5]=[N:4][C:3]=1[NH2:9].[CH3:10][O:11][C:12]1[CH:17]=[CH:16][C:15](B(O)O)=[C:14]([CH3:21])[CH:13]=1.C(=O)([O-])[O-].[Na+].[Na+]. Product: [Cl:8][C:6]1[N:5]=[N:4][C:3]([NH2:9])=[C:2]([C:15]2[CH:16]=[CH:17][C:12]([O:11][CH3:10])=[CH:13][C:14]=2[CH3:21])[CH:7]=1. The catalyst class is: 234. (2) Reactant: [C:1]1([C:7]2[CH:16]=[CH:15][C:14]3[C:9](=[CH:10][CH:11]=[C:12]([O:17]CC)[CH:13]=3)[CH:8]=2)[CH:6]=[CH:5][CH:4]=[CH:3][CH:2]=1.Br.C(O)(=O)C. Product: [C:1]1([C:7]2[CH:8]=[C:9]3[C:14](=[CH:15][CH:16]=2)[CH:13]=[C:12]([OH:17])[CH:11]=[CH:10]3)[CH:2]=[CH:3][CH:4]=[CH:5][CH:6]=1. The catalyst class is: 6. (3) Reactant: [CH2:1]([O:8][C:9]1[CH:10]=[CH:11][C:12]([CH:16]=[CH:17][CH2:18][CH3:19])=[C:13]([OH:15])[CH:14]=1)[C:2]1[CH:7]=[CH:6][CH:5]=[CH:4][CH:3]=1.Br[C:21]([CH3:28])([CH3:27])[C:22]([O:24][CH2:25][CH3:26])=[O:23].C(=O)([O-])[O-].[Cs+].[Cs+]. Product: [CH2:25]([O:24][C:22](=[O:23])[C:21]([O:15][C:13]1[CH:14]=[C:9]([O:8][CH2:1][C:2]2[CH:3]=[CH:4][CH:5]=[CH:6][CH:7]=2)[CH:10]=[CH:11][C:12]=1[CH:16]=[CH:17][CH2:18][CH3:19])([CH3:28])[CH3:27])[CH3:26]. The catalyst class is: 3. (4) Reactant: [CH3:1][O:2][C:3](=[O:30])[CH2:4][C:5]1[CH:10]=[CH:9][CH:8]=[C:7]([O:11][CH2:12][CH2:13][CH2:14][NH:15][CH2:16][CH:17]([C:24]2[CH:29]=[CH:28][CH:27]=[CH:26][CH:25]=2)[C:18]2[CH:23]=[CH:22][CH:21]=[CH:20][CH:19]=2)[CH:6]=1.[F:31][C:32]([F:46])([F:45])[C:33]1[CH:34]=[C:35]([CH:38]=[C:39]([C:41]([F:44])([F:43])[F:42])[CH:40]=1)[CH2:36]Br.C(=O)([O-])[O-].[K+].[K+]. Product: [CH3:1][O:2][C:3](=[O:30])[CH2:4][C:5]1[CH:10]=[CH:9][CH:8]=[C:7]([O:11][CH2:12][CH2:13][CH2:14][N:15]([CH2:16][CH:17]([C:24]2[CH:29]=[CH:28][CH:27]=[CH:26][CH:25]=2)[C:18]2[CH:19]=[CH:20][CH:21]=[CH:22][CH:23]=2)[CH2:36][C:35]2[CH:38]=[C:39]([C:41]([F:43])([F:44])[F:42])[CH:40]=[C:33]([C:32]([F:31])([F:45])[F:46])[CH:34]=2)[CH:6]=1. The catalyst class is: 18. (5) Reactant: [CH3:1][C:2]([C:7]1[CH:12]=[CH:11][C:10]([OH:13])=[CH:9][CH:8]=1)([CH2:4][CH2:5][CH3:6])[CH3:3].Cl[C:15]1[CH:20]=[CH:19][C:18]([N+:21]([O-:23])=[O:22])=[CH:17][N:16]=1.C([O-])([O-])=O.[K+].[K+]. Product: [CH3:1][C:2]([C:7]1[CH:8]=[CH:9][C:10]([O:13][C:15]2[CH:20]=[CH:19][C:18]([N+:21]([O-:23])=[O:22])=[CH:17][N:16]=2)=[CH:11][CH:12]=1)([CH2:4][CH2:5][CH3:6])[CH3:3]. The catalyst class is: 16.